From a dataset of Forward reaction prediction with 1.9M reactions from USPTO patents (1976-2016). Predict the product of the given reaction. (1) Given the reactants Cl[C:2]1[C:6]2[CH:7]=[C:8]([S:11]([NH:14][CH2:15][C:16]3[CH:21]=[CH:20][C:19]([O:22][CH3:23])=[CH:18][CH:17]=3)(=[O:13])=[O:12])[CH:9]=[CH:10][C:5]=2[S:4][N:3]=1.O.[NH2:25][CH2:26][CH2:27][CH2:28][NH2:29], predict the reaction product. The product is: [NH2:25][CH2:26][CH2:27][CH2:28][NH:29][C:2]1[C:6]2[CH:7]=[C:8]([S:11]([NH:14][CH2:15][C:16]3[CH:21]=[CH:20][C:19]([O:22][CH3:23])=[CH:18][CH:17]=3)(=[O:13])=[O:12])[CH:9]=[CH:10][C:5]=2[S:4][N:3]=1. (2) Given the reactants C(=O)([O-])[O-].[Cs+].[Cs+].[Cl:7][C:8]1[CH:13]=[CH:12][CH:11]=[CH:10][C:9]=1[N:14]1[C:19](=[O:20])[CH2:18][N:17]([CH2:21][C@H:22]([NH:32]S(C2C=CC=CC=2[N+]([O-])=O)(=O)=O)[C@@H:23]2[CH2:27][C@@H:26]([CH:28]([CH3:30])[CH3:29])[C:25](=[O:31])[O:24]2)[C:16]([CH3:46])([CH3:45])[CH2:15]1.C1(S)C=CC=CC=1.C(N(CC)CC)C.[C:61](OC(OC(C)(C)C)=O)([O:63][C:64]([CH3:67])([CH3:66])[CH3:65])=[O:62].N[C@H]([C@@H]1C[C@@H](C(C)C)C(=O)O1)CN1C(C)(C)CN(C2C=CC=CC=2Cl)C(=O)C1, predict the reaction product. The product is: [C:64]([O:63][C:61](=[O:62])[NH:32][C@H:22]([C@@H:23]1[CH2:27][C@@H:26]([CH:28]([CH3:29])[CH3:30])[C:25](=[O:31])[O:24]1)[CH2:21][N:17]1[CH2:18][C:19](=[O:20])[N:14]([C:9]2[CH:10]=[CH:11][CH:12]=[CH:13][C:8]=2[Cl:7])[CH2:15][C:16]1([CH3:46])[CH3:45])([CH3:67])([CH3:66])[CH3:65]. (3) Given the reactants [CH2:1]([O:4][CH2:5][CH2:6]Cl)[CH2:2]Cl.C(=O)([O-])[O-].[K+].[K+].[I-].[K+].[O:16]=[C:17]([CH2:23][CH3:24])[CH2:18][C:19]([O:21][CH3:22])=[O:20].Cl, predict the reaction product. The product is: [C:17]([C:18]1([C:19]([O:21][CH3:22])=[O:20])[CH2:6][CH2:5][O:4][CH2:1][CH2:2]1)(=[O:16])[CH2:23][CH3:24]. (4) Given the reactants [C:1]1([C:7]2[CH:8]=[C:9]3[C:13](=[C:14]([C:16]([OH:18])=O)[CH:15]=2)[NH:12][CH:11]=[CH:10]3)[CH:6]=[CH:5][CH:4]=[CH:3][CH:2]=1.Cl.C[N:21](C)CCCN=C=NCC.O.ON1C2C=CC=CC=2N=N1.N, predict the reaction product. The product is: [C:1]1([C:7]2[CH:8]=[C:9]3[C:13](=[C:14]([C:16]([NH2:21])=[O:18])[CH:15]=2)[NH:12][CH:11]=[CH:10]3)[CH:6]=[CH:5][CH:4]=[CH:3][CH:2]=1. (5) Given the reactants [OH:1][CH:2]1[CH2:6][CH2:5][N:4]([C:7]([C:9]2[CH:14]=[C:13]([S:15]([CH3:18])(=[O:17])=[O:16])[CH:12]=[CH:11][C:10]=2[O:19][CH:20]([CH3:22])[CH3:21])=[O:8])[CH2:3]1.[CH3:23][CH2:24][C:25]([C:27]1[CH:32]=[C:31]([F:33])[C:30](O)=[C:29]([F:35])[CH:28]=1)=[O:26], predict the reaction product. The product is: [F:33][C:31]1[CH:32]=[C:27]([C:25](=[O:26])[CH2:24][CH3:23])[CH:28]=[C:29]([F:35])[C:30]=1[O:1][CH:2]1[CH2:6][CH2:5][N:4]([C:7](=[O:8])[C:9]2[CH:14]=[C:13]([S:15]([CH3:18])(=[O:17])=[O:16])[CH:12]=[CH:11][C:10]=2[O:19][CH:20]([CH3:22])[CH3:21])[CH2:3]1. (6) Given the reactants C(Cl)CCl.[NH2:5][C:6]1[N:11]=[CH:10][C:9](/[CH:12]=[CH:13]/[C:14]([OH:16])=O)=[CH:8][CH:7]=1.[CH3:17][N:18]1[C:26]2[C:21](=[CH:22][CH:23]=[CH:24][CH:25]=2)[CH:20]=[C:19]1[CH2:27][NH:28][CH3:29].C1C=CC2N(O)N=NC=2C=1.O.C(N(CC)CC)C, predict the reaction product. The product is: [NH2:5][C:6]1[N:11]=[CH:10][C:9](/[CH:12]=[CH:13]/[C:14]([N:28]([CH3:29])[CH2:27][C:19]2[N:18]([CH3:17])[C:26]3[C:21]([CH:20]=2)=[CH:22][CH:23]=[CH:24][CH:25]=3)=[O:16])=[CH:8][CH:7]=1. (7) Given the reactants Cl.[CH:2]1([C:5]2[C:6]([O:19][CH2:20][CH:21]3[CH2:26][CH2:25][NH:24][CH2:23][CH2:22]3)=[CH:7][C:8]([F:18])=[C:9]([CH:17]=2)[C:10]([NH:12][S:13]([CH3:16])(=[O:15])=[O:14])=[O:11])[CH2:4][CH2:3]1.[F:27][C:28]1[CH:35]=[CH:34][C:31]([CH:32]=O)=[C:30]([C:36]([F:39])([F:38])[F:37])[CH:29]=1, predict the reaction product. The product is: [CH:2]1([C:5]2[C:6]([O:19][CH2:20][CH:21]3[CH2:22][CH2:23][N:24]([CH2:32][C:31]4[CH:34]=[CH:35][C:28]([F:27])=[CH:29][C:30]=4[C:36]([F:38])([F:37])[F:39])[CH2:25][CH2:26]3)=[CH:7][C:8]([F:18])=[C:9]([CH:17]=2)[C:10]([NH:12][S:13]([CH3:16])(=[O:14])=[O:15])=[O:11])[CH2:4][CH2:3]1. (8) Given the reactants Br[C:2]1[C:7]([NH2:8])=[C:6]([CH:9]([O:12][CH3:13])[O:10][CH3:11])[C:5]([Cl:14])=[CH:4][N:3]=1.[CH3:15]B(O)O.C1(P(C2CCCCC2)C2CCCCC2)CCCCC1.P([O-])([O-])([O-])=O.[K+].[K+].[K+], predict the reaction product. The product is: [Cl:14][C:5]1[C:6]([CH:9]([O:12][CH3:13])[O:10][CH3:11])=[C:7]([NH2:8])[C:2]([CH3:15])=[N:3][CH:4]=1.